Dataset: Full USPTO retrosynthesis dataset with 1.9M reactions from patents (1976-2016). Task: Predict the reactants needed to synthesize the given product. Given the product [O:24]=[S:16]1(=[O:25])[C:17]2[CH:23]=[CH:22][CH:21]=[CH:20][C:18]=2[CH2:19][N:13]([C:4]2[CH:3]=[C:2]([NH:34][CH2:33][CH2:32][N:26]3[CH2:31][CH2:30][CH2:29][CH2:28][CH2:27]3)[C:11]3[C:6](=[CH:7][CH:8]=[C:9]([CH3:12])[CH:10]=3)[N:5]=2)[CH2:14][CH2:15]1, predict the reactants needed to synthesize it. The reactants are: Cl[C:2]1[C:11]2[C:6](=[CH:7][CH:8]=[C:9]([CH3:12])[CH:10]=2)[N:5]=[C:4]([N:13]2[CH2:19][C:18]3[CH:20]=[CH:21][CH:22]=[CH:23][C:17]=3[S:16](=[O:25])(=[O:24])[CH2:15][CH2:14]2)[CH:3]=1.[N:26]1([CH2:32][CH2:33][NH2:34])[CH2:31][CH2:30][CH2:29][CH2:28][CH2:27]1.